Dataset: Reaction yield outcomes from USPTO patents with 853,638 reactions. Task: Predict the reaction yield, written as a fraction of the theoretical maximum amount of product (1.0 means a 100% yield; for example, 0.34 means a 34% yield). (1) The reactants are [C:1]([C:4]1[O:8][C:7]2[C:9](=[O:19])[C:10]3[C:15]([C:16](=[O:17])[C:6]=2[CH:5]=1)=[C:14]([OH:18])[CH:13]=[CH:12][CH:11]=3)(=[O:3])[CH3:2].[BH4-].[Na+]. The catalyst is C(Cl)(Cl)Cl.C(O)C. The product is [OH:3][CH:1]([C:4]1[O:8][C:7]2[C:9](=[O:19])[C:10]3[C:15]([C:16](=[O:17])[C:6]=2[CH:5]=1)=[C:14]([OH:18])[CH:13]=[CH:12][CH:11]=3)[CH3:2]. The yield is 0.740. (2) The reactants are [S:1]1[C:5]2[CH:6]=[CH:7][CH:8]=[CH:9][C:4]=2[C:3]([CH2:10][CH2:11][C:12](Cl)=[O:13])=[CH:2]1.[Cl-].[Cl-].[Cl-].[Al+3]. The catalyst is C(Cl)Cl. The product is [C:4]12[CH:9]=[CH:8][CH:7]=[CH:6][C:5]=1[S:1][C:2]1[C:12](=[O:13])[CH2:11][CH2:10][C:3]2=1. The yield is 0.550. (3) The reactants are [Cl:1][C:2]1[C:6]([Cl:7])=[C:5]([CH3:8])[NH:4][C:3]=1[C:9]([NH:11][C@@H:12]1[CH2:17][CH2:16][N:15]([C:18]([O:20][CH2:21][C:22]2[CH:27]=[CH:26][CH:25]=[CH:24][CH:23]=2)=[O:19])[CH2:14][C@@H:13]1[N:28]1[CH:32]=[C:31]([CH2:33][OH:34])[N:30]=[N:29]1)=[O:10].C(Cl)Cl.[P:38](Cl)(=[O:53])([O:46][C:47]1[CH:52]=[CH:51][CH:50]=[CH:49][CH:48]=1)[O:39][C:40]1[CH:45]=[CH:44][CH:43]=[CH:42][CH:41]=1. The catalyst is C(Cl)Cl.N1C=CC=CC=1. The product is [Cl:1][C:2]1[C:6]([Cl:7])=[C:5]([CH3:8])[NH:4][C:3]=1[C:9]([NH:11][C@@H:12]1[CH2:17][CH2:16][N:15]([C:18]([O:20][CH2:21][C:22]2[CH:27]=[CH:26][CH:25]=[CH:24][CH:23]=2)=[O:19])[CH2:14][C@@H:13]1[N:28]1[CH:32]=[C:31]([CH2:33][O:34][P:38]([O:39][C:40]2[CH:41]=[CH:42][CH:43]=[CH:44][CH:45]=2)([O:46][C:47]2[CH:48]=[CH:49][CH:50]=[CH:51][CH:52]=2)=[O:53])[N:30]=[N:29]1)=[O:10]. The yield is 0.550.